From a dataset of Reaction yield outcomes from USPTO patents with 853,638 reactions. Predict the reaction yield, written as a fraction of the theoretical maximum amount of product (1.0 means a 100% yield; for example, 0.34 means a 34% yield). (1) The reactants are [C:1]1([CH:7]2[CH2:11][CH2:10][CH2:9][NH:8]2)[CH:6]=[CH:5][CH:4]=[CH:3][CH:2]=1.[F:12][C:13]1[CH:18]=[CH:17][C:16]([C:19]2[O:20][C:21]3[CH:31]=[CH:30][C:29]([C:32]4[CH:33]=[C:34]([CH:38]=[CH:39][CH:40]=4)[C:35](O)=[O:36])=[CH:28][C:22]=3[C:23]=2[C:24](=[O:27])[NH:25][CH3:26])=[CH:15][CH:14]=1.CN(C(ON1N=NC2C=CC=NC1=2)=[N+](C)C)C.F[P-](F)(F)(F)(F)F.CCN(C(C)C)C(C)C. The catalyst is CN(C=O)C.CO. The product is [F:12][C:13]1[CH:18]=[CH:17][C:16]([C:19]2[O:20][C:21]3[CH:31]=[CH:30][C:29]([C:32]4[CH:40]=[CH:39][CH:38]=[C:34]([C:35]([N:8]5[CH2:9][CH2:10][CH2:11][CH:7]5[C:1]5[CH:6]=[CH:5][CH:4]=[CH:3][CH:2]=5)=[O:36])[CH:33]=4)=[CH:28][C:22]=3[C:23]=2[C:24]([NH:25][CH3:26])=[O:27])=[CH:15][CH:14]=1. The yield is 0.780. (2) The reactants are C([O-])=O.[NH4+].C([N:12]1[CH2:17][CH2:16][O:15][CH:14]([C:18]([O:20][CH3:21])=[O:19])[CH2:13]1)C1C=CC=CC=1.[C:30](O[C:30]([O:32][C:33]([CH3:36])([CH3:35])[CH3:34])=[O:31])([O:32][C:33]([CH3:36])([CH3:35])[CH3:34])=[O:31].C(N(CC)CC)C. The catalyst is [Pd].CO.O. The product is [C:33]([O:32][C:30]([N:12]1[CH2:17][CH2:16][O:15][CH:14]([C:18]([O:20][CH3:21])=[O:19])[CH2:13]1)=[O:31])([CH3:34])([CH3:35])[CH3:36]. The yield is 0.680. (3) The reactants are [N+:1]([C:4]1[CH:9]=[CH:8][C:7]([N:10]2[CH2:13][CH:12]([O:14][CH2:15][CH2:16][O:17][CH:18]3[CH2:23][CH2:22][CH2:21][CH2:20][O:19]3)[CH2:11]2)=[CH:6][CH:5]=1)([O-])=O. The catalyst is CO.[C].[Pd]. The product is [O:19]1[CH2:20][CH2:21][CH2:22][CH2:23][CH:18]1[O:17][CH2:16][CH2:15][O:14][CH:12]1[CH2:13][N:10]([C:7]2[CH:6]=[CH:5][C:4]([NH2:1])=[CH:9][CH:8]=2)[CH2:11]1. The yield is 1.00. (4) The reactants are [O:1]1[CH:5]=[C:4]([C:6]2[CH:11]=[CH:10][C:9]([OH:12])=[CH:8][CH:7]=2)[N:3]=[CH:2]1.[CH2:13]([O:20][C:21]([NH:23][CH2:24][CH2:25]OS(C)(=O)=O)=[O:22])[C:14]1[CH:19]=[CH:18][CH:17]=[CH:16][CH:15]=1.C(=O)([O-])[O-].[K+].[K+]. The catalyst is CS(C)=O. The product is [CH2:13]([O:20][C:21](=[O:22])[NH:23][CH2:24][CH2:25][O:12][C:9]1[CH:8]=[CH:7][C:6]([C:4]2[N:3]=[CH:2][O:1][CH:5]=2)=[CH:11][CH:10]=1)[C:14]1[CH:19]=[CH:18][CH:17]=[CH:16][CH:15]=1. The yield is 0.640. (5) The reactants are [C:1]1([CH3:36])[CH:6]=[CH:5][C:4]([N:7]2[C:11]([C:12]3[CH:17]=[CH:16][C:15]([CH3:18])=[CH:14][CH:13]=3)=[CH:10][C:9]([CH2:19][CH:20]([C:29]3[CH:30]=[C:31]([CH3:35])[CH:32]=[CH:33][CH:34]=3)[CH2:21][S:22]([C:24]3[NH:28][N:27]=[CH:26][N:25]=3)=[O:23])=[N:8]2)=[CH:3][CH:2]=1.OO.C(O)(=[O:41])C.CO. The catalyst is CN(C)C=O. The product is [C:1]1([CH3:36])[CH:2]=[CH:3][C:4]([N:7]2[C:11]([C:12]3[CH:17]=[CH:16][C:15]([CH3:18])=[CH:14][CH:13]=3)=[CH:10][C:9]([CH2:19][CH:20]([C:29]3[CH:30]=[C:31]([CH3:35])[CH:32]=[CH:33][CH:34]=3)[CH2:21][S:22]([C:24]3[NH:28][N:27]=[CH:26][N:25]=3)(=[O:41])=[O:23])=[N:8]2)=[CH:5][CH:6]=1. The yield is 0.950. (6) The reactants are [NH2:1][C:2]1[C:7]([C:8]2[CH:16]=[CH:15][C:11]([C:12]([O-:14])=[O:13])=[C:10]([F:17])[CH:9]=2)=[CH:6][C:5]([C:18]2[CH2:19][CH2:20]S[CH2:22][CH:23]=2)=[CH:4][N:3]=1.OO[S:26]([O-:28])=O.[K+]. The catalyst is CC(C)=O.O.C(OCC)(=O)C. The product is [NH2:1][C:2]1[C:7]([C:8]2[CH:16]=[CH:15][C:11]([C:12]([O:14][C:5]([CH3:18])([CH3:6])[CH3:4])=[O:13])=[C:10]([F:17])[CH:9]=2)=[CH:6][C:5]([C:18]2[CH2:19][CH2:20][S:26](=[O:28])[CH2:22][CH:23]=2)=[CH:4][N:3]=1. The yield is 0.740. (7) The reactants are C(N(C(C)C)CC)(C)C.CN(C)CCCN=C=NCC.[CH3:21][N:22]([CH3:26])[CH2:23][CH2:24][NH2:25].[CH2:27]([O:34][C:35]1[CH:36]=[C:37]([CH:50]=[C:51]([O:53][CH2:54][C:55]2[CH:60]=[CH:59][CH:58]=[CH:57][CH:56]=2)[CH:52]=1)[C:38]([NH:40][C:41]1[CH:49]=[CH:48][C:44]([C:45](O)=[O:46])=[CH:43][N:42]=1)=[O:39])[C:28]1[CH:33]=[CH:32][CH:31]=[CH:30][CH:29]=1. The catalyst is ClCCl. The product is [CH2:54]([O:53][C:51]1[CH:50]=[C:37]([CH:36]=[C:35]([O:34][CH2:27][C:28]2[CH:33]=[CH:32][CH:31]=[CH:30][CH:29]=2)[CH:52]=1)[C:38]([NH:40][C:41]1[CH:49]=[CH:48][C:44]([C:45]([NH:25][CH2:24][CH2:23][N:22]([CH3:26])[CH3:21])=[O:46])=[CH:43][N:42]=1)=[O:39])[C:55]1[CH:56]=[CH:57][CH:58]=[CH:59][CH:60]=1. The yield is 0.250. (8) The reactants are [NH2:1][C:2]1[CH:7]=[C:6]([O:8][CH2:9][CH2:10][O:11][CH3:12])[CH:5]=[CH:4][C:3]=1/[CH:13]=[CH:14]/[C:15]([O:17][CH2:18][CH3:19])=[O:16].[Cl:20][C:21]1[CH:29]=[C:28]([Cl:30])[CH:27]=[CH:26][C:22]=1[C:23](Cl)=[O:24].C(N(CC)CC)C. The catalyst is O1CCCC1. The product is [Cl:20][C:21]1[CH:29]=[C:28]([Cl:30])[CH:27]=[CH:26][C:22]=1[C:23]([NH:1][C:2]1[CH:7]=[C:6]([O:8][CH2:9][CH2:10][O:11][CH3:12])[CH:5]=[CH:4][C:3]=1/[CH:13]=[CH:14]/[C:15]([O:17][CH2:18][CH3:19])=[O:16])=[O:24]. The yield is 0.770.